Dataset: Peptide-MHC class II binding affinity with 134,281 pairs from IEDB. Task: Regression. Given a peptide amino acid sequence and an MHC pseudo amino acid sequence, predict their binding affinity value. This is MHC class II binding data. (1) The peptide sequence is SSGKNEGTNIYNNNE. The MHC is DRB3_0101 with pseudo-sequence DRB3_0101. The binding affinity (normalized) is 0.110. (2) The peptide sequence is DQVVMTSLALVGAALK. The binding affinity (normalized) is 0.521. The MHC is HLA-DQA10501-DQB10402 with pseudo-sequence HLA-DQA10501-DQB10402. (3) The peptide sequence is APQLPDDLMIRVIAQ. The MHC is HLA-DQA10101-DQB10501 with pseudo-sequence HLA-DQA10101-DQB10501. The binding affinity (normalized) is 0. (4) The peptide sequence is LEKISNEIKIVATPD. The MHC is DRB5_0101 with pseudo-sequence DRB5_0101. The binding affinity (normalized) is 0.299. (5) The MHC is HLA-DQA10303-DQB10402 with pseudo-sequence HLA-DQA10303-DQB10402. The peptide sequence is LQYGWKTWGKNLVFS. The binding affinity (normalized) is 0.508.